Dataset: Catalyst prediction with 721,799 reactions and 888 catalyst types from USPTO. Task: Predict which catalyst facilitates the given reaction. (1) Reactant: [Cl:1][C:2]1[CH:7]=[CH:6][N:5]2[N:8]=[C:9]([C:24]3[CH:29]=[CH:28][C:27]([F:30])=[CH:26][CH:25]=3)[C:10]([C:11]3[CH:16]=[CH:15][N:14]=[C:13]([NH:17][C:18]4[CH:23]=[CH:22][CH:21]=[CH:20][CH:19]=4)[N:12]=3)=[C:4]2[CH:3]=1.C([Li])CCC.[CH2:36]([S:38]SCC)[CH3:37].O. Product: [Cl:1][C:2]1[CH:7]=[C:6]([S:38][CH2:36][CH3:37])[N:5]2[N:8]=[C:9]([C:24]3[CH:25]=[CH:26][C:27]([F:30])=[CH:28][CH:29]=3)[C:10]([C:11]3[CH:16]=[CH:15][N:14]=[C:13]([NH:17][C:18]4[CH:23]=[CH:22][CH:21]=[CH:20][CH:19]=4)[N:12]=3)=[C:4]2[CH:3]=1. The catalyst class is: 54. (2) Reactant: [Br-].[CH2:2]([Zn+])[CH:3]([CH3:5])[CH3:4].[CH2:7]([O:14][C:15](=[O:27])[NH:16][CH:17]1[CH2:25][C:24]2[C:19](=[CH:20][CH:21]=[C:22](Br)[CH:23]=2)[CH2:18]1)[C:8]1[CH:13]=[CH:12][CH:11]=[CH:10][CH:9]=1. Product: [CH2:7]([O:14][C:15](=[O:27])[NH:16][C@@H:17]1[CH2:25][C:24]2[C:19](=[CH:20][CH:21]=[C:22]([CH2:2][CH:3]([CH3:5])[CH3:4])[CH:23]=2)[CH2:18]1)[C:8]1[CH:13]=[CH:12][CH:11]=[CH:10][CH:9]=1.[C:15]([O:14][CH2:7][CH3:8])(=[O:27])[CH3:2].[CH3:11][CH2:10][CH2:9][CH:8]([CH3:13])[CH3:7]. The catalyst class is: 450. (3) Reactant: [N:1]1[CH:6]=[CH:5][C:4]([N:7]2[CH2:12][CH2:11][CH:10]([CH2:13][OH:14])[CH2:9][CH2:8]2)=[N:3][CH:2]=1.C(N(CC)CC)C.[CH3:22][S:23](Cl)(=[O:25])=[O:24].C(=O)(O)[O-].[Na+]. Product: [CH3:22][S:23]([O:14][CH2:13][CH:10]1[CH2:11][CH2:12][N:7]([C:4]2[CH:5]=[CH:6][N:1]=[CH:2][N:3]=2)[CH2:8][CH2:9]1)(=[O:25])=[O:24]. The catalyst class is: 4. (4) Reactant: C([N:8]1[CH:13]2[CH2:14][CH2:15][CH2:16][CH:9]1[C:10](=[O:29])[N:11]([C:18]1[CH:23]=[CH:22][C:21]([O:24][C:25]([F:28])([F:27])[F:26])=[CH:20][CH:19]=1)[C:12]2=[O:17])C1C=CC=CC=1.C(OCC)(=O)C. Product: [F:28][C:25]([F:26])([F:27])[O:24][C:21]1[CH:22]=[CH:23][C:18]([N:11]2[C:12](=[O:17])[CH:13]3[NH:8][CH:9]([CH2:16][CH2:15][CH2:14]3)[C:10]2=[O:29])=[CH:19][CH:20]=1. The catalyst class is: 63.